From a dataset of Catalyst prediction with 721,799 reactions and 888 catalyst types from USPTO. Predict which catalyst facilitates the given reaction. Reactant: [Cl:1][C:2]1[C:10]([C:11]2[CH:12]=[N:13][C:14]([C:19]([F:22])([F:21])[F:20])=[CH:15][C:16]=2C#N)=[CH:9][C:5]([C:6](O)=[O:7])=[C:4]([O:23][CH3:24])[CH:3]=1.C(Cl)(=O)C([Cl:28])=O. Product: [Cl:1][C:2]1[C:10]([C:11]2[CH:12]=[N:13][C:14]([C:19]([F:22])([F:21])[F:20])=[CH:15][CH:16]=2)=[CH:9][C:5]([C:6]([Cl:28])=[O:7])=[C:4]([O:23][CH3:24])[CH:3]=1. The catalyst class is: 174.